This data is from Peptide-MHC class I binding affinity with 185,985 pairs from IEDB/IMGT. The task is: Regression. Given a peptide amino acid sequence and an MHC pseudo amino acid sequence, predict their binding affinity value. This is MHC class I binding data. (1) The peptide sequence is PGDLQTLAL. The MHC is HLA-A03:01 with pseudo-sequence HLA-A03:01. The binding affinity (normalized) is 0.0293. (2) The peptide sequence is PPQATAKYL. The MHC is HLA-A11:01 with pseudo-sequence HLA-A11:01. The binding affinity (normalized) is 0.0847.